This data is from Full USPTO retrosynthesis dataset with 1.9M reactions from patents (1976-2016). The task is: Predict the reactants needed to synthesize the given product. Given the product [Br:1][C:2]1[S:3][C:4]([C:15](/[N:17]=[CH:27]\[N:28]([CH3:30])[CH3:29])=[O:16])=[C:5]([CH2:7][C:8]2[CH:9]=[CH:10][C:11]([Cl:14])=[CH:12][CH:13]=2)[N:6]=1, predict the reactants needed to synthesize it. The reactants are: [Br:1][C:2]1[S:3][C:4]([C:15]([NH2:17])=[O:16])=[C:5]([CH2:7][C:8]2[CH:13]=[CH:12][C:11]([Cl:14])=[CH:10][CH:9]=2)[N:6]=1.C1(C)C=CC=CC=1.CO[CH:27](OC)[N:28]([CH3:30])[CH3:29].